Dataset: Forward reaction prediction with 1.9M reactions from USPTO patents (1976-2016). Task: Predict the product of the given reaction. (1) Given the reactants [CH:1]1[CH:2]=[CH:3][C:4]([NH:11][C:12]2[C:13]([Cl:19])=[CH:14][CH:15]=[CH:16][C:17]=2[Cl:18])=[C:5]([CH2:7][C:8]([O-:10])=[O:9])[CH:6]=1.[Na+].C(O)[C@H]([C@H]([C@@H]([C@@H](CO)O)O)O)O.COC([C@@H](NC([C@@H](N)CC(O)=O)=O)CC1C=CC=CC=1)=O.COC.C(=O)=O, predict the reaction product. The product is: [CH:1]1[CH:2]=[CH:3][C:4]([NH:11][C:12]2[C:17]([Cl:18])=[CH:16][CH:15]=[CH:14][C:13]=2[Cl:19])=[C:5]([CH2:7][C:8]([OH:10])=[O:9])[CH:6]=1. (2) Given the reactants I[C:2]1[CH:7]=[CH:6][C:5]([N:8]2[CH2:13][CH2:12][N:11]([CH3:14])[CH2:10][C:9]2=[O:15])=[CH:4][CH:3]=1.[CH3:16][C:17]1([CH3:24])[C:21]([CH3:23])([CH3:22])[O:20][BH:19][O:18]1.COC1C=CC=C(OC)C=1C1C=CC=CC=1P(C1CCCCC1)C1CCCCC1.CCN(CC)CC, predict the reaction product. The product is: [CH3:14][N:11]1[CH2:12][CH2:13][N:8]([C:5]2[CH:6]=[CH:7][C:2]([B:19]3[O:20][C:21]([CH3:23])([CH3:22])[C:17]([CH3:24])([CH3:16])[O:18]3)=[CH:3][CH:4]=2)[C:9](=[O:15])[CH2:10]1.